This data is from Full USPTO retrosynthesis dataset with 1.9M reactions from patents (1976-2016). The task is: Predict the reactants needed to synthesize the given product. (1) Given the product [C:1]1([C:7]2[CH:8]=[C:9]([C:16](=[O:18])[CH3:20])[S:10][C:11]=2[C:12]([F:13])([F:14])[F:15])[CH:2]=[CH:3][CH:4]=[CH:5][CH:6]=1, predict the reactants needed to synthesize it. The reactants are: [C:1]1([C:7]2[CH:8]=[C:9]([C:16]([OH:18])=O)[S:10][C:11]=2[C:12]([F:15])([F:14])[F:13])[CH:6]=[CH:5][CH:4]=[CH:3][CH:2]=1.[Li][CH3:20]. (2) Given the product [NH2:16][C:15]1[CH:14]=[CH:13][C:12]([N:46]2[CH2:47][CH2:48][C:43]([CH2:42][N:39]3[CH2:38][CH2:37][O:36][CH2:41][CH2:40]3)([OH:49])[CH2:44][CH2:45]2)=[CH:11][C:10]=1[O:9][CH3:8], predict the reactants needed to synthesize it. The reactants are: C(O)(C(F)(F)F)=O.[CH3:8][O:9][C:10]1[CH:11]=[C:12](N2CCC(C(OC)=O)CC2)[CH:13]=[CH:14][C:15]=1[N+:16]([O-])=O.OC(C(F)(F)F)=O.[O:36]1[CH2:41][CH2:40][N:39]([CH2:42][C:43]2([OH:49])[CH2:48][CH2:47][NH:46][CH2:45][CH2:44]2)[CH2:38][CH2:37]1. (3) Given the product [Cl:18][C:19]1[CH:24]=[CH:23][C:22]([O:25][C:2]2[CH:7]=[C:6]([O:8][CH2:9][C:10]#[CH:11])[N:5]=[CH:4][N:3]=2)=[CH:21][CH:20]=1, predict the reactants needed to synthesize it. The reactants are: Cl[C:2]1[CH:7]=[C:6]([O:8][CH2:9][C:10]#[CH:11])[N:5]=[CH:4][N:3]=1.C(=O)([O-])[O-].[K+].[K+].[Cl:18][C:19]1[CH:24]=[CH:23][C:22]([OH:25])=[CH:21][CH:20]=1.[Cl-].[NH4+]. (4) Given the product [NH2:1][C:2]1[N:7]=[CH:6][C:5]([C:8]([C:10]2[C:11]([F:28])=[C:12]([C@H:17]([NH:20][C@@H:21]([CH:25]([CH3:27])[CH3:26])[CH2:22][C:23]([NH2:24])=[O:30])[CH2:18][CH3:19])[CH:13]=[CH:14][C:15]=2[Cl:16])=[O:9])=[CH:4][CH:3]=1, predict the reactants needed to synthesize it. The reactants are: [NH2:1][C:2]1[N:7]=[CH:6][C:5]([C:8]([C:10]2[C:11]([F:28])=[C:12]([C@H:17]([NH:20][CH:21]([CH:25]([CH3:27])[CH3:26])[CH2:22][C:23]#[N:24])[CH2:18][CH3:19])[CH:13]=[CH:14][C:15]=2[Cl:16])=[O:9])=[CH:4][CH:3]=1.S(=O)(=O)(O)[OH:30].C([O-])([O-])=O.[Na+].[Na+].C([O-])(O)=O.[Na+]. (5) Given the product [C:1]([O:5][C:6]([N:8]1[C:16]2[C:11](=[CH:12][C:13]([S:21][S:28]([C:31]3[CH:37]=[CH:36][C:34]([CH3:35])=[CH:33][CH:32]=3)(=[O:30])=[O:29])=[C:14]([C:17]([CH3:20])([CH3:19])[CH3:18])[CH:15]=2)[CH2:10][CH2:9]1)=[O:7])([CH3:4])([CH3:3])[CH3:2], predict the reactants needed to synthesize it. The reactants are: [C:1]([O:5][C:6]([N:8]1[C:16]2[C:11](=[CH:12][C:13]([SH:21])=[C:14]([C:17]([CH3:20])([CH3:19])[CH3:18])[CH:15]=2)[CH2:10][CH2:9]1)=[O:7])([CH3:4])([CH3:3])[CH3:2].N1C=CC=CC=1.[S:28](Br)([C:31]1[CH:37]=[CH:36][C:34]([CH3:35])=[CH:33][CH:32]=1)(=[O:30])=[O:29].C(Cl)(Cl)(Cl)Cl. (6) Given the product [CH3:29][N:30]([CH3:37])[CH:31]1[CH2:36][CH2:35][N:34]([C:2]2[N:10]=[C:9]3[C:5]([N:6]=[C:7]([C:11]([C:13]4[CH:18]=[CH:17][N:16]=[C:15]([C:19]5[C:28]6[C:23](=[CH:24][CH:25]=[CH:26][CH:27]=6)[CH:22]=[N:21][CH:20]=5)[CH:14]=4)=[O:12])[NH:8]3)=[CH:4][N:3]=2)[CH2:33][CH2:32]1, predict the reactants needed to synthesize it. The reactants are: Cl[C:2]1[N:10]=[C:9]2[C:5]([N:6]=[C:7]([C:11]([C:13]3[CH:18]=[CH:17][N:16]=[C:15]([C:19]4[C:28]5[C:23](=[CH:24][CH:25]=[CH:26][CH:27]=5)[CH:22]=[N:21][CH:20]=4)[CH:14]=3)=[O:12])[NH:8]2)=[CH:4][N:3]=1.[CH3:29][N:30]([CH3:37])[CH:31]1[CH2:36][CH2:35][NH:34][CH2:33][CH2:32]1.CCN(C(C)C)C(C)C.